Dataset: Catalyst prediction with 721,799 reactions and 888 catalyst types from USPTO. Task: Predict which catalyst facilitates the given reaction. (1) Reactant: [BH4-].[Li+].C[O:4][C:5]([C@H:7]1[CH2:11][C@H:10]([F:12])[CH2:9][N:8]1[C:13]([O:15][C:16]([CH3:19])([CH3:18])[CH3:17])=[O:14])=O. Product: [C:16]([O:15][C:13]([N:8]1[CH2:9][C@@H:10]([F:12])[CH2:11][C@@H:7]1[CH2:5][OH:4])=[O:14])([CH3:19])([CH3:18])[CH3:17]. The catalyst class is: 1. (2) Reactant: [CH:1]([C:4]1[CH:9]=[CH:8][CH:7]=[CH:6][C:5]=1[OH:10])([CH3:3])[CH3:2].[N+:11]([O-])([OH:13])=[O:12].O. Product: [CH:1]([C:4]1[CH:9]=[C:8]([N+:11]([O-:13])=[O:12])[CH:7]=[CH:6][C:5]=1[OH:10])([CH3:3])[CH3:2]. The catalyst class is: 15. (3) Reactant: Br[C:2]1[CH:7]=[CH:6][C:5]([C:8]2[O:12][C:11]([NH:13][C:14]3[CH:19]=[CH:18][CH:17]=[C:16]([Cl:20])[CH:15]=3)=[N:10][CH:9]=2)=[CH:4][CH:3]=1.[B:21]1([B:21]2[O:25][C:24]([CH3:27])([CH3:26])[C:23]([CH3:29])([CH3:28])[O:22]2)[O:25][C:24]([CH3:27])([CH3:26])[C:23]([CH3:29])([CH3:28])[O:22]1.CC([O-])=O.[K+]. Product: [Cl:20][C:16]1[CH:15]=[C:14]([NH:13][C:11]2[O:12][C:8]([C:5]3[CH:6]=[CH:7][C:2]([B:21]4[O:25][C:24]([CH3:27])([CH3:26])[C:23]([CH3:29])([CH3:28])[O:22]4)=[CH:3][CH:4]=3)=[CH:9][N:10]=2)[CH:19]=[CH:18][CH:17]=1. The catalyst class is: 57. (4) Reactant: [I:1][C:2]1[CH:3]=[C:4]([CH:9]=[C:10]([I:12])[CH:11]=1)[C:5](OC)=[O:6].O.[NH2:14][NH2:15].O. Product: [I:1][C:2]1[CH:3]=[C:4]([CH:9]=[C:10]([I:12])[CH:11]=1)[C:5]([NH:14][NH2:15])=[O:6]. The catalyst class is: 8. (5) Reactant: C1C=C[NH+]=CC=1.[O-][Cr](Cl)(=O)=O.[OH:12][CH2:13][CH:14]([NH:18][C:19](=[O:27])[C:20]1[CH:25]=[CH:24][C:23]([CH3:26])=[CH:22][CH:21]=1)[CH:15]([CH3:17])[CH3:16]. Product: [CH:13]([CH:14]([NH:18][C:19](=[O:27])[C:20]1[CH:21]=[CH:22][C:23]([CH3:26])=[CH:24][CH:25]=1)[CH:15]([CH3:17])[CH3:16])=[O:12]. The catalyst class is: 158. (6) Reactant: [S:1]1[CH:3]([C:4]([CH2:6][CH2:7][CH2:8][CH2:9][CH2:10][CH3:11])=[CH2:5])[CH2:2]1. Product: [CH2:6]([C:4]1[CH2:3][S:1][CH2:2][CH:5]=1)[CH2:7][CH2:8][CH2:9][CH2:10][CH3:11]. The catalyst class is: 48. (7) Reactant: FC1C=C(C=CC=1C1C(C2C=CN=CC=2)=CN(C)N=1)OCC1C=CC2C(=CC=CC=2)N=1.[F:32][C:33]1[CH:34]=[C:35]([OH:55])[CH:36]=[CH:37][C:38]=1[C:39]1[C:43]([C:44]2[CH:49]=[CH:48][N:47]=[CH:46][CH:45]=2)=[CH:42][N:41]([CH2:50][C:51]([F:54])([F:53])[F:52])[N:40]=1.Cl[CH2:57][C:58]1[CH:67]=[N:66][C:65]2[C:60](=[CH:61][CH:62]=[CH:63][CH:64]=2)[N:59]=1. Product: [F:32][C:33]1[CH:34]=[C:35]([CH:36]=[CH:37][C:38]=1[C:39]1[C:43]([C:44]2[CH:49]=[CH:48][N:47]=[CH:46][CH:45]=2)=[CH:42][N:41]([CH2:50][C:51]([F:52])([F:53])[F:54])[N:40]=1)[O:55][CH2:57][C:58]1[CH:67]=[N:66][C:65]2[C:60](=[CH:61][CH:62]=[CH:63][CH:64]=2)[N:59]=1. The catalyst class is: 21.